From a dataset of Peptide-MHC class I binding affinity with 185,985 pairs from IEDB/IMGT. Regression. Given a peptide amino acid sequence and an MHC pseudo amino acid sequence, predict their binding affinity value. This is MHC class I binding data. (1) The peptide sequence is TPALATRGF. The MHC is HLA-B39:01 with pseudo-sequence HLA-B39:01. The binding affinity (normalized) is 0.254. (2) The peptide sequence is ATESDAIRT. The MHC is HLA-A02:01 with pseudo-sequence HLA-A02:01. The binding affinity (normalized) is 0.142. (3) The MHC is SLA-20401 with pseudo-sequence SLA-20401. The peptide sequence is VSIPVTNTW. The binding affinity (normalized) is 0.513. (4) The peptide sequence is FEVLAVEDT. The MHC is HLA-B45:01 with pseudo-sequence HLA-B45:01. The binding affinity (normalized) is 0.135. (5) The peptide sequence is KAALDLSHFL. The MHC is HLA-B27:05 with pseudo-sequence HLA-B27:05. The binding affinity (normalized) is 0. (6) The peptide sequence is TWSIHAKHEW. The MHC is HLA-A23:01 with pseudo-sequence HLA-A23:01. The binding affinity (normalized) is 0.300. (7) The peptide sequence is VPYNMRVIHF. The MHC is HLA-B07:02 with pseudo-sequence HLA-B07:02. The binding affinity (normalized) is 0.538.